This data is from Full USPTO retrosynthesis dataset with 1.9M reactions from patents (1976-2016). The task is: Predict the reactants needed to synthesize the given product. (1) The reactants are: [F:1][C:2]1[CH:3]=[C:4]([C:10]2[CH:11]=[C:12]([C:17]([O:19][CH3:20])=[O:18])[C:13](=[O:16])[NH:14][N:15]=2)[CH:5]=[CH:6][C:7]=1[O:8][CH3:9].[Cl:21][C:22]1[CH:31]=[CH:30][C:25]([CH:26]=[CH:27][CH2:28]Cl)=[CH:24][CH:23]=1. Given the product [Cl:21][C:22]1[CH:31]=[CH:30][C:25]([CH:26]=[CH:27][CH2:28][N:14]2[C:13](=[O:16])[C:12]([C:17]([O:19][CH3:20])=[O:18])=[CH:11][C:10]([C:4]3[CH:5]=[CH:6][C:7]([O:8][CH3:9])=[C:2]([F:1])[CH:3]=3)=[N:15]2)=[CH:24][CH:23]=1, predict the reactants needed to synthesize it. (2) Given the product [CH2:3]([C:7]([C:21]1[N:26]=[CH:25][C:24]([N+:27]([O-:29])=[O:28])=[CH:23][N:22]=1)([C:15]([O:17][CH2:18][CH3:19])=[O:16])[C:8]([O:10][C:11]([CH3:14])([CH3:13])[CH3:12])=[O:9])[CH2:4][C:5]#[CH:6], predict the reactants needed to synthesize it. The reactants are: [H-].[Na+].[CH2:3]([CH:7]([C:15]([O:17][CH2:18][CH3:19])=[O:16])[C:8]([O:10][C:11]([CH3:14])([CH3:13])[CH3:12])=[O:9])[CH2:4][C:5]#[CH:6].Cl[C:21]1[N:26]=[CH:25][C:24]([N+:27]([O-:29])=[O:28])=[CH:23][N:22]=1. (3) Given the product [CH3:1][O:2][C:3](=[O:12])[C:4]1[CH:9]=[CH:8][C:7]([CH2:10][O:11][C:60]2[C:65]([C:66]3[N:70]([CH2:71][CH:72]4[CH2:73][CH2:74][CH2:75][CH2:76][CH2:77]4)[C:69]4[CH:78]=[C:79]([F:83])[C:80]([F:82])=[CH:81][C:68]=4[N:67]=3)=[CH:64][CH:63]=[CH:62][N:61]=2)=[CH:6][CH:5]=1, predict the reactants needed to synthesize it. The reactants are: [CH3:1][O:2][C:3](=[O:12])[C:4]1[CH:9]=[CH:8][C:7]([CH2:10][OH:11])=[CH:6][CH:5]=1.C1(P(C2C=CC=CC=2)C2C=CC3C(=CC=CC=3)C=2C2C3C(=CC=CC=3)C=CC=2P(C2C=CC=CC=2)C2C=CC=CC=2)C=CC=CC=1.Cl[C:60]1[C:65]([C:66]2[N:70]([CH2:71][CH:72]3[CH2:77][CH2:76][CH2:75][CH2:74][CH2:73]3)[C:69]3[CH:78]=[C:79]([F:83])[C:80]([F:82])=[CH:81][C:68]=3[N:67]=2)=[CH:64][CH:63]=[CH:62][N:61]=1.C(=O)([O-])[O-].[Cs+].[Cs+]. (4) Given the product [Br:7][C:8]1[S:12][C:11]([S:13]([N:1]2[CH2:6][CH2:5][CH2:4][CH2:3][CH2:2]2)(=[O:15])=[O:14])=[CH:10][CH:9]=1, predict the reactants needed to synthesize it. The reactants are: [NH:1]1[CH2:6][CH2:5][CH2:4][CH2:3][CH2:2]1.[Br:7][C:8]1[S:12][C:11]([S:13](Cl)(=[O:15])=[O:14])=[CH:10][CH:9]=1.C(N(CC)CC)C. (5) The reactants are: [Cl:1][C:2]1[C:7]2[CH:8]=[CH:9][NH:10][C:6]=2[CH:5]=[CH:4][N:3]=1.[I:11]N1C(=O)CCC1=O.C(Cl)(Cl)Cl.O. Given the product [Cl:1][C:2]1[C:7]2[C:8]([I:11])=[CH:9][NH:10][C:6]=2[CH:5]=[CH:4][N:3]=1, predict the reactants needed to synthesize it. (6) The reactants are: [NH2:1][CH:2]([CH2:8][C:9]1[CH:14]=[CH:13][C:12]([O:15][CH2:16][CH3:17])=[C:11]([O:18][CH2:19][CH3:20])[CH:10]=1)[CH2:3][O:4][C:5](=[O:7])[CH3:6].[CH:21](O)=[O:22]. Given the product [CH2:19]([O:18][C:11]1[CH:10]=[C:9]([CH2:8][CH:2]([NH:1][CH:21]=[O:22])[CH2:3][O:4][C:5](=[O:7])[CH3:6])[CH:14]=[CH:13][C:12]=1[O:15][CH2:16][CH3:17])[CH3:20], predict the reactants needed to synthesize it.